This data is from Forward reaction prediction with 1.9M reactions from USPTO patents (1976-2016). The task is: Predict the product of the given reaction. Given the reactants [Br:1]Br.[C:3]([CH:6]1[CH2:14][C:13]2[C:8](=[CH:9][CH:10]=[CH:11][CH:12]=2)[CH2:7]1)(=[O:5])[CH3:4].O, predict the reaction product. The product is: [Br:1][CH2:4][C:3]([CH:6]1[CH2:14][C:13]2[C:8](=[CH:9][CH:10]=[CH:11][CH:12]=2)[CH2:7]1)=[O:5].